Dataset: Catalyst prediction with 721,799 reactions and 888 catalyst types from USPTO. Task: Predict which catalyst facilitates the given reaction. (1) Reactant: Cl[C:2]1[CH:7]=[C:6]([C:8]2[NH:16][C:15]3[CH2:14][CH2:13][NH:12][C:11](=[O:17])[C:10]=3[CH:9]=2)[CH:5]=[CH:4][N:3]=1.[CH:18]1([NH2:23])[CH2:22][CH2:21][CH2:20][CH2:19]1. Product: [CH:18]1([NH:23][C:2]2[CH:7]=[C:6]([C:8]3[NH:16][C:15]4[CH2:14][CH2:13][NH:12][C:11](=[O:17])[C:10]=4[CH:9]=3)[CH:5]=[CH:4][N:3]=2)[CH2:22][CH2:21][CH2:20][CH2:19]1. The catalyst class is: 13. (2) Reactant: Br[C:2]1[CH:3]=[C:4]([C:9]2[S:13][C:12]([NH2:14])=[N:11][C:10]=2[C:15]2[CH:20]=[CH:19][CH:18]=[C:17]([CH3:21])[N:16]=2)[CH:5]=[CH:6][C:7]=1[F:8].[CH3:22][S:23]([C:26]1[CH:31]=[CH:30][C:29](B(O)O)=[CH:28][CH:27]=1)(=[O:25])=[O:24].O. Product: [F:8][C:7]1[C:2]([C:29]2[CH:30]=[CH:31][C:26]([S:23]([CH3:22])(=[O:25])=[O:24])=[CH:27][CH:28]=2)=[CH:3][C:4]([C:9]2[S:13][C:12]([NH2:14])=[N:11][C:10]=2[C:15]2[CH:20]=[CH:19][CH:18]=[C:17]([CH3:21])[N:16]=2)=[CH:5][CH:6]=1. The catalyst class is: 57. (3) Reactant: [Si:1]([O:8][CH2:9][CH2:10][NH:11][C:12]1[CH:17]=[CH:16][C:15]([N:18]2[CH2:22][CH2:21][N:20]([CH2:23][C:24]([F:27])([F:26])[F:25])[C:19]2=[O:28])=[C:14]([Cl:29])[CH:13]=1)([C:4]([CH3:7])([CH3:6])[CH3:5])([CH3:3])[CH3:2].[Cl:30][C:31]1[C:36]([C:37](Cl)=[O:38])=[C:35]([Cl:40])[N:34]=[CH:33][N:32]=1.O. Product: [Si:1]([O:8][CH2:9][CH2:10][N:11]([C:12]1[CH:17]=[CH:16][C:15]([N:18]2[CH2:22][CH2:21][N:20]([CH2:23][C:24]([F:26])([F:27])[F:25])[C:19]2=[O:28])=[C:14]([Cl:29])[CH:13]=1)[C:37]([C:36]1[C:31]([Cl:30])=[N:32][CH:33]=[N:34][C:35]=1[Cl:40])=[O:38])([C:4]([CH3:7])([CH3:5])[CH3:6])([CH3:3])[CH3:2]. The catalyst class is: 2. (4) Reactant: CO[C:3]([C:5]1[N:6]=[C:7]([C:23]#[N:24])[C:8]2[C:13]([C:14]=1[OH:15])=[CH:12][CH:11]=[C:10]([O:16][C:17]1[CH:22]=[CH:21][CH:20]=[CH:19][CH:18]=1)[CH:9]=2)=[O:4].Cl.[C:26]([O:30][C:31](=[O:38])[CH:32]([CH2:36][NH2:37])[CH2:33][CH2:34][CH3:35])([CH3:29])([CH3:28])[CH3:27].C[O-].[Na+]. Product: [C:26]([O:30][C:31](=[O:38])[CH:32]([CH2:36][NH:37][C:3]([C:5]1[N:6]=[C:7]([C:23]#[N:24])[C:8]2[C:13]([C:14]=1[OH:15])=[CH:12][CH:11]=[C:10]([O:16][C:17]1[CH:22]=[CH:21][CH:20]=[CH:19][CH:18]=1)[CH:9]=2)=[O:4])[CH2:33][CH2:34][CH3:35])([CH3:27])([CH3:28])[CH3:29]. The catalyst class is: 5.